This data is from Peptide-MHC class I binding affinity with 185,985 pairs from IEDB/IMGT. The task is: Regression. Given a peptide amino acid sequence and an MHC pseudo amino acid sequence, predict their binding affinity value. This is MHC class I binding data. (1) The peptide sequence is NMYSEICYS. The binding affinity (normalized) is 0.0847. The MHC is HLA-A03:01 with pseudo-sequence HLA-A03:01. (2) The peptide sequence is QLQSPGVADY. The MHC is HLA-A29:02 with pseudo-sequence HLA-A29:02. The binding affinity (normalized) is 0.0643. (3) The peptide sequence is QVMLLVLCAV. The MHC is HLA-A02:01 with pseudo-sequence HLA-A02:01. The binding affinity (normalized) is 0.539. (4) The peptide sequence is KSNEKNMDF. The MHC is HLA-B08:01 with pseudo-sequence HLA-B08:01. The binding affinity (normalized) is 0.0847. (5) The MHC is HLA-A02:01 with pseudo-sequence HLA-A02:01. The peptide sequence is FAFRYVNRL. The binding affinity (normalized) is 0.556. (6) The peptide sequence is CINGACWTV. The MHC is HLA-A02:02 with pseudo-sequence HLA-A02:02. The binding affinity (normalized) is 0.640. (7) The peptide sequence is WTALMFAAY. The MHC is HLA-A31:01 with pseudo-sequence HLA-A31:01. The binding affinity (normalized) is 0.0847. (8) The peptide sequence is NTVKYPNL. The MHC is H-2-Kb with pseudo-sequence H-2-Kb. The binding affinity (normalized) is 0.555. (9) The peptide sequence is TPENFSSLI. The MHC is HLA-B54:01 with pseudo-sequence HLA-B54:01. The binding affinity (normalized) is 0. (10) The peptide sequence is QWLPTGTLL. The MHC is HLA-A30:02 with pseudo-sequence HLA-A30:02. The binding affinity (normalized) is 0.